Dataset: Catalyst prediction with 721,799 reactions and 888 catalyst types from USPTO. Task: Predict which catalyst facilitates the given reaction. (1) Reactant: Cl.[CH3:2][N:3]([CH3:16])[C:4]1[CH:9]=[CH:8][C:7]([C@@H:10]2[O:15][CH2:14][CH2:13][NH:12][CH2:11]2)=[CH:6][CH:5]=1.Cl[C:18]1[N:19]([CH3:32])[C:20](=[O:31])[CH:21]=[C:22]([C:24]2[CH:29]=[CH:28][N:27]=[CH:26][C:25]=2[F:30])[N:23]=1.C(N(CC)CC)C. Product: [CH3:2][N:3]([CH3:16])[C:4]1[CH:5]=[CH:6][C:7]([C@@H:10]2[O:15][CH2:14][CH2:13][N:12]([C:18]3[N:19]([CH3:32])[C:20](=[O:31])[CH:21]=[C:22]([C:24]4[CH:29]=[CH:28][N:27]=[CH:26][C:25]=4[F:30])[N:23]=3)[CH2:11]2)=[CH:8][CH:9]=1. The catalyst class is: 7. (2) The catalyst class is: 6. Reactant: [OH:1][C:2]1[C:3]2[N:4]([C:8]([C:12]([NH:14][C@H:15]([CH2:18][CH2:19][CH2:20][CH3:21])[CH2:16][OH:17])=[O:13])=[C:9]([CH3:11])[N:10]=2)[CH:5]=[CH:6][CH:7]=1.C(=O)([O-])[O-].[Cs+].[Cs+].Br[CH2:29][CH:30]1[CH2:33][CH2:32][CH2:31]1.CN(C=O)C. Product: [CH:30]1([CH2:29][O:1][C:2]2[C:3]3[N:4]([C:8]([C:12]([NH:14][C@H:15]([CH2:18][CH2:19][CH2:20][CH3:21])[CH2:16][OH:17])=[O:13])=[C:9]([CH3:11])[N:10]=3)[CH:5]=[CH:6][CH:7]=2)[CH2:33][CH2:32][CH2:31]1. (3) Reactant: [F:1][C:2]([F:11])([F:10])[C:3]1[CH:8]=[CH:7][CH:6]=[CH:5][C:4]=1[OH:9].[CH:12]#[C:13][CH2:14]Br.C([O-])([O-])=O.[K+].[K+]. Product: [CH2:14]([O:9][C:4]1[CH:5]=[CH:6][CH:7]=[CH:8][C:3]=1[C:2]([F:10])([F:11])[F:1])[C:13]#[CH:12]. The catalyst class is: 10. (4) Reactant: C([O:3][C:4]([C:6]1[S:10][C:9]([N:11]2[CH2:16][CH2:15][N:14]([CH2:17][CH2:18][CH2:19][CH2:20][OH:21])[CH2:13][CH2:12]2)=[N:8][C:7]=1[C:22]1[CH:31]=[CH:30][C:29]2[C:28]([CH3:33])([CH3:32])[CH2:27][CH2:26][C:25]([CH3:35])([CH3:34])[C:24]=2[CH:23]=1)=O)C.[H-].[Al+3].[Li+].[H-].[H-].[H-]. Product: [OH:3][CH2:4][C:6]1[S:10][C:9]([N:11]2[CH2:12][CH2:13][N:14]([CH2:17][CH2:18][CH2:19][CH2:20][OH:21])[CH2:15][CH2:16]2)=[N:8][C:7]=1[C:22]1[CH:31]=[CH:30][C:29]2[C:28]([CH3:33])([CH3:32])[CH2:27][CH2:26][C:25]([CH3:35])([CH3:34])[C:24]=2[CH:23]=1. The catalyst class is: 1. (5) Product: [Br:1][C:2]1[CH:3]=[C:4]2[C:8](=[CH:9][CH:10]=1)[N:7]([C:30]1[CH:35]=[CH:34][CH:33]=[CH:32][CH:31]=1)[C:6](=[O:11])/[C:5]/2=[N:12]\[C:13]1[CH:18]=[CH:17][CH:16]=[C:15]([C:19]([F:20])([F:22])[F:21])[CH:14]=1. Reactant: [Br:1][C:2]1[CH:3]=[C:4]2[C:8](=[CH:9][CH:10]=1)[NH:7][C:6](=[O:11])/[C:5]/2=[N:12]\[C:13]1[CH:18]=[CH:17][CH:16]=[C:15]([C:19]([F:22])([F:21])[F:20])[CH:14]=1.C(N(CC)CC)C.[C:30]1(B(O)O)[CH:35]=[CH:34][CH:33]=[CH:32][CH:31]=1. The catalyst class is: 302. (6) The catalyst class is: 47. Reactant: [Cl:1][C:2]1[CH:3]=[C:4]([C:12]2[S:16][C:15]([C:17]3[C:18]([CH2:29][CH3:30])=[C:19]([CH:23]4[CH2:28][CH2:27][NH:26][CH2:25][CH2:24]4)[CH:20]=[CH:21][CH:22]=3)=[N:14][N:13]=2)[CH:5]=[CH:6][C:7]=1[O:8][CH:9]([CH3:11])[CH3:10].C1CCN2C(=NCCC2)CC1.[C:42]([O:46]CC)(=[O:45])[CH:43]=[CH2:44].[OH-].[Na+].Cl. Product: [Cl:1][C:2]1[CH:3]=[C:4]([C:12]2[S:16][C:15]([C:17]3[C:18]([CH2:29][CH3:30])=[C:19]([CH:23]4[CH2:28][CH2:27][N:26]([CH2:44][CH2:43][C:42]([OH:46])=[O:45])[CH2:25][CH2:24]4)[CH:20]=[CH:21][CH:22]=3)=[N:14][N:13]=2)[CH:5]=[CH:6][C:7]=1[O:8][CH:9]([CH3:11])[CH3:10].